From a dataset of Full USPTO retrosynthesis dataset with 1.9M reactions from patents (1976-2016). Predict the reactants needed to synthesize the given product. (1) Given the product [C:2]1([C:39]2[CH:44]=[CH:43][CH:42]=[CH:41][CH:40]=2)[CH:7]=[CH:6][C:5]([C@:8]2([NH:18][C:19](=[O:27])[C:20]3[CH:25]=[CH:24][C:23]([F:26])=[CH:22][CH:21]=3)[C:13]3=[N:14][CH:15]=[CH:16][CH:17]=[C:12]3[O:11][CH2:10][CH2:9]2)=[CH:4][CH:3]=1, predict the reactants needed to synthesize it. The reactants are: Br[C:2]1[CH:7]=[CH:6][C:5]([C@:8]2([NH:18][C:19](=[O:27])[C:20]3[CH:25]=[CH:24][C:23]([F:26])=[CH:22][CH:21]=3)[C:13]3=[N:14][CH:15]=[CH:16][CH:17]=[C:12]3[O:11][CH2:10][CH2:9]2)=[CH:4][CH:3]=1.[O-]P([O-])([O-])=O.[K+].[K+].[K+].B(O)O.[C:39]1(B(O)O)[CH:44]=[CH:43][CH:42]=[CH:41][CH:40]=1. (2) Given the product [CH3:21][O:2][C:1]([C:4]1[C:13]2[C:8](=[CH:9][CH:10]=[CH:11][CH:12]=2)[N:7]=[C:6]([C:14]2[CH:19]=[CH:18][CH:17]=[CH:16][CH:15]=2)[C:5]=1[CH3:20])=[O:3], predict the reactants needed to synthesize it. The reactants are: [C:1]([C:4]1[C:13]2[C:8](=[CH:9][CH:10]=[CH:11][CH:12]=2)[N:7]=[C:6]([C:14]2[CH:19]=[CH:18][CH:17]=[CH:16][CH:15]=2)[C:5]=1[CH3:20])([OH:3])=[O:2].[C:21](Cl)(=O)C(Cl)=O.C(OCC)(=O)C.C([O-])(O)=O.[Na+].